From a dataset of Full USPTO retrosynthesis dataset with 1.9M reactions from patents (1976-2016). Predict the reactants needed to synthesize the given product. (1) Given the product [Cl:9][C:10]1[C:15]([C:17]([OH:19])=[O:18])=[C:14]([F:16])[CH:13]=[CH:12][N:11]=1, predict the reactants needed to synthesize it. The reactants are: [Li+].CC([N-]C(C)C)C.[Cl:9][C:10]1[CH:15]=[C:14]([F:16])[CH:13]=[CH:12][N:11]=1.[C:17](=[O:19])=[O:18]. (2) Given the product [NH2:35]/[C:33](=[N:34]\[O:15][C:14]([C@H:11]1[CH2:12][CH2:13][C@H:9]([NH:8][C:6](=[O:7])[O:5][C:1]([CH3:4])([CH3:2])[CH3:3])[CH2:10]1)=[O:16])/[C:32]([F:43])([F:31])[C:37]1[CH:42]=[CH:41][CH:40]=[CH:39][CH:38]=1, predict the reactants needed to synthesize it. The reactants are: [C:1]([O:5][C:6]([NH:8][C@H:9]1[CH2:13][CH2:12][C@H:11]([C:14]([OH:16])=[O:15])[CH2:10]1)=[O:7])([CH3:4])([CH3:3])[CH3:2].C1C=CC2N(O)N=NC=2C=1.C(Cl)CCl.[F:31][C:32]([F:43])([C:37]1[CH:42]=[CH:41][CH:40]=[CH:39][CH:38]=1)/[C:33](=[N:35]/O)/[NH2:34].C(=O)(O)[O-].[Na+]. (3) Given the product [CH2:25]([O:27][C:28](=[O:36])[C:29]1[CH:34]=[CH:33][CH:32]=[C:31]([N:35]2[C:11]([CH3:12])=[CH:10][CH:9]=[C:8]2[C:6]2[CH:7]=[C:2]([Cl:1])[CH:3]=[CH:4][C:5]=2[O:15][CH2:16][C:17]2[CH:22]=[CH:21][C:20]([O:23][CH3:24])=[CH:19][CH:18]=2)[CH:30]=1)[CH3:26], predict the reactants needed to synthesize it. The reactants are: [Cl:1][C:2]1[CH:3]=[CH:4][C:5]([O:15][CH2:16][C:17]2[CH:22]=[CH:21][C:20]([O:23][CH3:24])=[CH:19][CH:18]=2)=[C:6]([C:8](=O)[CH2:9][CH2:10][C:11](=O)[CH3:12])[CH:7]=1.[CH2:25]([O:27][C:28](=[O:36])[C:29]1[CH:34]=[CH:33][CH:32]=[C:31]([NH2:35])[CH:30]=1)[CH3:26]. (4) Given the product [O:1]([C:8]1[CH:9]=[CH:10][C:11]([NH:14][C:15]2[S:16][CH:19]=[C:20]([CH2:21][O:22][C:23](=[O:25])[CH3:24])[N:17]=2)=[N:12][CH:13]=1)[C:2]1[CH:3]=[CH:4][CH:5]=[CH:6][CH:7]=1, predict the reactants needed to synthesize it. The reactants are: [O:1]([C:8]1[CH:9]=[CH:10][C:11]([NH:14][C:15]([NH2:17])=[S:16])=[N:12][CH:13]=1)[C:2]1[CH:7]=[CH:6][CH:5]=[CH:4][CH:3]=1.Cl[CH2:19][C:20](=O)[CH2:21][O:22][C:23](=[O:25])[CH3:24]. (5) Given the product [C:1]1([C:19]2[CH:20]=[CH:21][CH:22]=[CH:23][CH:24]=2)[CH:6]=[CH:5][CH:4]=[C:3]([C:7]2[CH:12]=[N:11][CH:10]=[C:9]3[NH:13][C:14]([C:16]#[N:18])=[CH:15][C:8]=23)[CH:2]=1, predict the reactants needed to synthesize it. The reactants are: [C:1]1([C:19]2[CH:24]=[CH:23][CH:22]=[CH:21][CH:20]=2)[CH:6]=[CH:5][CH:4]=[C:3]([C:7]2[CH:12]=[N:11][CH:10]=[C:9]3[NH:13][C:14]([C:16]([NH2:18])=O)=[CH:15][C:8]=23)[CH:2]=1.C(OC(C(F)(F)F)=O)(C(F)(F)F)=O.